Dataset: Catalyst prediction with 721,799 reactions and 888 catalyst types from USPTO. Task: Predict which catalyst facilitates the given reaction. Reactant: C[O:2][C:3](=[O:25])[C:4]1[CH:9]=[C:8]([C:10]2[CH:15]=[CH:14][C:13]([CH3:16])=[CH:12][N:11]=2)[CH:7]=[C:6]([N:17]2[C:21]([CH:22]([CH3:24])[CH3:23])=[N:20][CH:19]=[N:18]2)[CH:5]=1.[OH-].[Na+].Cl. Product: [CH:22]([C:21]1[N:17]([C:6]2[CH:5]=[C:4]([CH:9]=[C:8]([C:10]3[CH:15]=[CH:14][C:13]([CH3:16])=[CH:12][N:11]=3)[CH:7]=2)[C:3]([OH:25])=[O:2])[N:18]=[CH:19][N:20]=1)([CH3:24])[CH3:23]. The catalyst class is: 5.